Dataset: Forward reaction prediction with 1.9M reactions from USPTO patents (1976-2016). Task: Predict the product of the given reaction. (1) The product is: [Cl:41][C:42]1[S:46][C:45]([S:47]([NH:50][C:6]([NH:7][CH:8]2[CH2:9][N:10]([C:12]3[C:17]([C:18]#[N:19])=[CH:16][C:15]([C:20]4[O:21][C:22]([CH2:25][CH3:26])=[CH:23][N:24]=4)=[C:14]([CH3:27])[N:13]=3)[CH2:11]2)=[O:28])(=[O:49])=[O:48])=[CH:44][CH:43]=1. Given the reactants C(O[C:6](=[O:28])[NH:7][CH:8]1[CH2:11][N:10]([C:12]2[C:17]([C:18]#[N:19])=[CH:16][C:15]([C:20]3[O:21][C:22]([CH2:25][CH3:26])=[CH:23][N:24]=3)=[C:14]([CH3:27])[N:13]=2)[CH2:9]1)(C)(C)C.C(N1C=CN=C1)(N1C=CN=C1)=O.[Cl:41][C:42]1[S:46][C:45]([S:47]([NH2:50])(=[O:49])=[O:48])=[CH:44][CH:43]=1.C(N(CC)CC)C, predict the reaction product. (2) Given the reactants [Br:1][C:2]1[CH:3]=[C:4]([CH:26]=[CH:27][CH:28]=1)[C:5]([NH:7][C:8]1[CH:13]=[C:12]([S:14][C:15]2[CH:20]=[CH:19][C:18]([OH:21])=[CH:17][CH:16]=2)[C:11]([N+:22]([O-])=O)=[CH:10][C:9]=1[CH3:25])=[O:6].OC1C=CC(SC2C([N+]([O-])=O)=CC(C)=C(NC(=O)CC3C=CC=CC=3)C=2)=CC=1, predict the reaction product. The product is: [NH2:22][C:11]1[C:12]([S:14][C:15]2[CH:20]=[CH:19][C:18]([OH:21])=[CH:17][CH:16]=2)=[CH:13][C:8]([NH:7][C:5](=[O:6])[C:4]2[CH:26]=[CH:27][CH:28]=[C:2]([Br:1])[CH:3]=2)=[C:9]([CH3:25])[CH:10]=1. (3) Given the reactants [CH3:1][Mg+].[Br-].[F:4][C:5]([F:51])([F:50])[C:6]1[CH:7]=[C:8]([C@H:16]2[O:20][C:19](=[O:21])[N:18]([CH2:22][C:23]3[CH:28]=[C:27]([C:29]([F:32])([F:31])[F:30])[CH:26]=[CH:25][C:24]=3[C:33]3[CH:34]=[C:35]([C:40]4[CH:45]=[CH:44][C:43]([CH:46]=[O:47])=[CH:42][C:41]=4[CH3:48])[CH:36]=[CH:37][C:38]=3[Cl:39])[C@H:17]2[CH3:49])[CH:9]=[C:10]([C:12]([F:15])([F:14])[F:13])[CH:11]=1.[Cl-].[NH4+], predict the reaction product. The product is: [F:51][C:5]([F:4])([F:50])[C:6]1[CH:7]=[C:8]([C@H:16]2[O:20][C:19](=[O:21])[N:18]([CH2:22][C:23]3[CH:28]=[C:27]([C:29]([F:31])([F:30])[F:32])[CH:26]=[CH:25][C:24]=3[C:33]3[C:38]([Cl:39])=[CH:37][CH:36]=[C:35]([C:40]4[CH:45]=[CH:44][C:43]([CH:46]([OH:47])[CH3:1])=[CH:42][C:41]=4[CH3:48])[CH:34]=3)[C@H:17]2[CH3:49])[CH:9]=[C:10]([C:12]([F:15])([F:14])[F:13])[CH:11]=1.